This data is from Forward reaction prediction with 1.9M reactions from USPTO patents (1976-2016). The task is: Predict the product of the given reaction. (1) Given the reactants [I:1][C:2]1[CH:3]=[CH:4][C:5]2[CH:30]3[CH2:31][CH:28]([CH2:29]3)[C:8]3[N:9]([CH2:17][C:18]4[C:26]5[C:21](=[CH:22][CH:23]=[CH:24][CH:25]=5)[N:20]([CH3:27])[N:19]=4)[C:10]([C:12]([O:14]CC)=O)=[N:11][C:7]=3[C:6]=2[CH:32]=1.[NH3:33], predict the reaction product. The product is: [I:1][C:2]1[CH:3]=[CH:4][C:5]2[CH:30]3[CH2:31][CH:28]([CH2:29]3)[C:8]3[N:9]([CH2:17][C:18]4[C:26]5[C:21](=[CH:22][CH:23]=[CH:24][CH:25]=5)[N:20]([CH3:27])[N:19]=4)[C:10]([C:12]([NH2:33])=[O:14])=[N:11][C:7]=3[C:6]=2[CH:32]=1. (2) Given the reactants [C:1]([NH:5][C:6]1[C:7]([CH3:26])=[N:8][C:9]2[C:14]([N:15]=1)=[C:13]([C:16]1[NH:24][C:23]3[CH2:22][CH2:21][NH:20][C:19](=[O:25])[C:18]=3[CH:17]=1)[CH:12]=[CH:11][CH:10]=2)([CH3:4])([CH3:3])[CH3:2].[Br:27]N1C(=O)CCC1=O, predict the reaction product. The product is: [Br:27][C:17]1[C:18]2[C:19](=[O:25])[NH:20][CH2:21][CH2:22][C:23]=2[NH:24][C:16]=1[C:13]1[CH:12]=[CH:11][CH:10]=[C:9]2[C:14]=1[N:15]=[C:6]([NH:5][C:1]([CH3:4])([CH3:3])[CH3:2])[C:7]([CH3:26])=[N:8]2. (3) Given the reactants [H-].[Na+].[CH2:3]([O:10][C:11]([N:13]1[CH2:17][C@H:16]([OH:18])[CH2:15][C@H:14]1[C:19]([OH:21])=[O:20])=[O:12])[C:4]1[CH:9]=[CH:8][CH:7]=[CH:6][CH:5]=1.I[CH3:23], predict the reaction product. The product is: [CH2:3]([O:10][C:11]([N:13]1[CH2:17][C@H:16]([O:18][CH3:23])[CH2:15][C@H:14]1[C:19]([OH:21])=[O:20])=[O:12])[C:4]1[CH:9]=[CH:8][CH:7]=[CH:6][CH:5]=1. (4) Given the reactants F[C:2](F)(F)[C:3]([OH:5])=O.[N:8]1([CH:14]2[CH2:19][CH2:18][CH:17]([O:20][C:21]3[C:22]4[C:23]5[CH2:24][NH:25][CH2:26][CH2:27][C:28]=5[S:29][C:30]=4[N:31]=[CH:32][N:33]=3)[CH2:16][CH2:15]2)[CH2:13][CH2:12][O:11][CH2:10][CH2:9]1.C(Cl)(=O)C, predict the reaction product. The product is: [N:8]1([CH:14]2[CH2:15][CH2:16][CH:17]([O:20][C:21]3[C:22]4[C:23]5[CH2:24][N:25]([C:3](=[O:5])[CH3:2])[CH2:26][CH2:27][C:28]=5[S:29][C:30]=4[N:31]=[CH:32][N:33]=3)[CH2:18][CH2:19]2)[CH2:13][CH2:12][O:11][CH2:10][CH2:9]1. (5) Given the reactants [CH:1]1([O:4][C:5]2[CH:6]=[C:7]([C:15]3[N:24](COCC[Si](C)(C)C)[C:18]4[CH:19]=[N:20][NH:21][C:22](=[O:23])[C:17]=4[C:16]=3[C:33]#[C:34][Si](CC)(CC)CC)[CH:8]=[CH:9][C:10]=2[O:11][CH:12]([F:14])[F:13])[CH2:3][CH2:2]1.C1(OC2C=C(C3N(COCC[Si](C)(C)C)C4C=NN(COCC[Si](C)(C)C)C(=O)C=4C=3C)C=CC=2OC(F)F)CC1, predict the reaction product. The product is: [CH:1]1([O:4][C:5]2[CH:6]=[C:7]([C:15]3[NH:24][C:18]4[CH:19]=[N:20][NH:21][C:22](=[O:23])[C:17]=4[C:16]=3[C:33]#[CH:34])[CH:8]=[CH:9][C:10]=2[O:11][CH:12]([F:13])[F:14])[CH2:2][CH2:3]1.